From a dataset of Forward reaction prediction with 1.9M reactions from USPTO patents (1976-2016). Predict the product of the given reaction. (1) The product is: [C:1]([CH:3]1[CH2:6][N:5]([C:7](=[O:41])[C@H:8]([NH:10][C:11]([C:13]2[C:21]3[C:16](=[N:17][CH:18]=[C:19]([C:22]4[C:30]5[C:25](=[CH:26][C:27]([Cl:31])=[CH:28][CH:29]=5)[N:24]([CH3:32])[CH:23]=4)[N:20]=3)[NH:15][CH:14]=2)=[O:12])[CH3:9])[CH2:4]1)#[N:2]. Given the reactants [C:1]([CH:3]1[CH2:6][N:5]([C:7](=[O:41])[C@H:8]([NH:10][C:11]([C:13]2[C:21]3[C:16](=[N:17][CH:18]=[C:19]([C:22]4[C:30]5[C:25](=[CH:26][C:27]([Cl:31])=[CH:28][CH:29]=5)[N:24]([CH3:32])[CH:23]=4)[N:20]=3)[N:15](COCC[Si](C)(C)C)[CH:14]=2)=[O:12])[CH3:9])[CH2:4]1)#[N:2].FC(F)(F)C(O)=O.C(N)CN, predict the reaction product. (2) The product is: [C:1]([C:5]1[O:9][N:8]=[C:7]([NH:10][C:11]([NH:13][C:14]2[CH:19]=[CH:18][CH:17]=[C:16]([O:20][C:21]3[C:30]4[C:25](=[CH:26][C:27]([O:32][CH3:33])=[C:28]([O:31][CH2:34][C@H:36]5[CH2:37][O:38]5)[CH:29]=4)[N:24]=[CH:23][N:22]=3)[CH:15]=2)=[O:12])[CH:6]=1)([CH3:4])([CH3:2])[CH3:3]. Given the reactants [C:1]([C:5]1[O:9][N:8]=[C:7]([NH:10][C:11]([NH:13][C:14]2[CH:19]=[CH:18][CH:17]=[C:16]([O:20][C:21]3[C:30]4[C:25](=[CH:26][C:27]([O:32][CH3:33])=[C:28]([OH:31])[CH:29]=4)[N:24]=[CH:23][N:22]=3)[CH:15]=2)=[O:12])[CH:6]=1)([CH3:4])([CH3:3])[CH3:2].[CH2:34]([CH:36]1[O:38][CH2:37]1)Cl, predict the reaction product. (3) Given the reactants Cl.CN(C)CCCN=C=NCC.[C:13]([O:17][C:18]([N:20]([C@H:22]([CH2:26][C:27]1[CH:32]=[CH:31][CH:30]=[CH:29][CH:28]=1)[C:23]([OH:25])=O)[CH3:21])=[O:19])([CH3:16])([CH3:15])[CH3:14].ON1C2N=CC=CC=2N=N1.C1(N)C(F)=C(F)C(F)=C(N)C=1F.Cl.Cl.[CH3:57][N:58]([CH3:66])[CH2:59][CH:60]1[CH2:65][CH2:64][NH:63][CH2:62][CH2:61]1.C(N(C(C)C)C(C)C)C, predict the reaction product. The product is: [C:13]([O:17][C:18](=[O:19])[N:20]([C@H:22]([CH2:26][C:27]1[CH:32]=[CH:31][CH:30]=[CH:29][CH:28]=1)[C:23]([N:63]1[CH2:64][CH2:65][CH:60]([CH2:59][N:58]([CH3:66])[CH3:57])[CH2:61][CH2:62]1)=[O:25])[CH3:21])([CH3:14])([CH3:15])[CH3:16]. (4) Given the reactants Cl[CH2:2][CH2:3][CH2:4][CH2:5][CH:6]([C:14]1[NH:18][N:17]=[C:16]([NH:19][C:20]2[CH:25]=[CH:24][C:23]([N:26]3[CH:30]=[N:29][C:28]([CH3:31])=[N:27]3)=[C:22]([F:32])[CH:21]=2)[N:15]=1)[C:7]1[CH:12]=[CH:11][C:10]([F:13])=[CH:9][CH:8]=1.[I-].[Na+], predict the reaction product. The product is: [F:32][C:22]1[CH:21]=[C:20]([NH:19][C:16]2[N:15]=[C:14]3[CH:6]([C:7]4[CH:12]=[CH:11][C:10]([F:13])=[CH:9][CH:8]=4)[CH2:5][CH2:4][CH2:3][CH2:2][N:18]3[N:17]=2)[CH:25]=[CH:24][C:23]=1[N:26]1[CH:30]=[N:29][C:28]([CH3:31])=[N:27]1. (5) Given the reactants C1[CH2:5][O:4][CH2:3][CH2:2]1.[Cl-].COC[P+](C1C=CC=CC=1)(C1C=CC=CC=1)C1C=CC=CC=1.CC(C)([O-])C.[K+].[CH2:35]([O:37][C:38]1(C=O)[CH:43]=[CH:42][C:41]([C:44]2[CH:49]=[CH:48][CH:47]=[C:46]([F:50])[C:45]=2[F:51])=[C:40]([F:52])[CH:39]1[F:53])[CH3:36], predict the reaction product. The product is: [CH2:35]([O:37][C:38]1[CH:43]=[CH:42][C:41]([C:44]2[CH:49]=[CH:48][C:47]([CH:2]=[CH:3][O:4][CH3:5])=[C:46]([F:50])[C:45]=2[F:51])=[C:40]([F:52])[C:39]=1[F:53])[CH3:36]. (6) Given the reactants [C:1](C1NC=NC=1C#N)#N.[CH:10]([C:12]1[NH:13][C:14]([C:19]#[N:20])=[C:15]([C:17]#[N:18])[N:16]=1)=[CH2:11].S(OC)(OC)(=O)=O, predict the reaction product. The product is: [CH3:1][N:16]1[C:15]([C:17]#[N:18])=[C:14]([C:19]#[N:20])[N:13]=[C:12]1[CH:10]=[CH2:11]. (7) Given the reactants [CH3:1][N:2]([C@@H:20]1[CH2:25][CH2:24][CH2:23][NH:22][CH2:21]1)[C:3]1[N:8]=[CH:7][N:6]=[C:5]2[N:9](COCC[Si](C)(C)C)[N:10]=[CH:11][C:4]=12.Cl, predict the reaction product. The product is: [CH3:1][N:2]([C@@H:20]1[CH2:25][CH2:24][CH2:23][NH:22][CH2:21]1)[C:3]1[N:8]=[CH:7][N:6]=[C:5]2[NH:9][N:10]=[CH:11][C:4]=12.